Dataset: Full USPTO retrosynthesis dataset with 1.9M reactions from patents (1976-2016). Task: Predict the reactants needed to synthesize the given product. The reactants are: [CH3:1][S:2]([NH2:5])(=[O:4])=[O:3].C(=O)([O-])[O-].[K+].[K+].[Cl:12][C:13]1[C:18]([CH2:19][CH2:20]Cl)=[C:17](Cl)[N:16]=[C:15]([N:23]2[CH2:28][CH2:27][O:26][CH2:25][CH2:24]2)[N:14]=1.O. Given the product [Cl:12][C:13]1[C:18]2[CH2:19][CH2:20][N:5]([S:2]([CH3:1])(=[O:4])=[O:3])[C:17]=2[N:16]=[C:15]([N:23]2[CH2:28][CH2:27][O:26][CH2:25][CH2:24]2)[N:14]=1, predict the reactants needed to synthesize it.